This data is from Forward reaction prediction with 1.9M reactions from USPTO patents (1976-2016). The task is: Predict the product of the given reaction. (1) Given the reactants [CH3:1][C:2]1[C:9]([CH3:10])=[C:8]([OH:11])[CH:7]=[CH:6][C:3]=1[CH:4]=[O:5].C1C=CC(N([S:19]([C:22]([F:25])([F:24])[F:23])(=[O:21])=[O:20])[S:19]([C:22]([F:25])([F:24])[F:23])(=[O:21])=[O:20])=CC=1.CCN(C(C)C)C(C)C, predict the reaction product. The product is: [CH3:1][C:2]1[C:9]([CH3:10])=[C:8]([O:11][S:19]([C:22]([F:25])([F:24])[F:23])(=[O:21])=[O:20])[CH:7]=[CH:6][C:3]=1[CH:4]=[O:5]. (2) Given the reactants Cl.[NH2:2][C:3]1[CH:8]=[CH:7][N:6]([CH2:9][C:10]2[CH:15]=[CH:14][CH:13]=[C:12]([F:16])[CH:11]=2)[C:5](=[O:17])[C:4]=1[Br:18].C(N(CC)CC)C.[F:26][C:27]1[CH:35]=[CH:34][CH:33]=[C:32]([F:36])[C:28]=1[C:29](Cl)=[O:30].[OH-].[Na+], predict the reaction product. The product is: [Br:18][C:4]1[C:5](=[O:17])[N:6]([CH2:9][C:10]2[CH:15]=[CH:14][CH:13]=[C:12]([F:16])[CH:11]=2)[CH:7]=[CH:8][C:3]=1[NH:2][C:29](=[O:30])[C:28]1[C:27]([F:26])=[CH:35][CH:34]=[CH:33][C:32]=1[F:36]. (3) Given the reactants COC(=O)NC(C(N1CCCC1C1NC(C2C=CC(C3C=CC(C4NC(C5CCCN5[C:46](=[O:56])[CH:47]([NH:51][C:52]([O:54][CH3:55])=[O:53])[CH:48]([CH3:50])[CH3:49])=NC=4)=CC=3)=CC=2)=CN=1)=O)CCC(F)(F)F.[CH3:58][O:59][C:60](=[O:105])[NH:61][CH:62]([C:71]([N:73]1[CH2:77][CH2:76][CH2:75][CH:74]1[C:78]1[NH:79][C:80]([C:83]2[CH:88]=[CH:87][C:86]([C:89]3[CH:94]=[CH:93][C:92]([C:95]4[NH:96][C:97]([CH:100]5[CH2:104][CH2:103][CH2:102][NH:101]5)=[N:98][CH:99]=4)=[CH:91][CH:90]=3)=[CH:85][CH:84]=2)=[CH:81][N:82]=1)=[O:72])[CH2:63][CH2:64][O:65][CH2:66][C:67]([F:70])([F:69])[F:68], predict the reaction product. The product is: [CH3:55][O:54][C:52](=[O:53])[NH:51][CH:47]([C:46]([N:101]1[CH2:102][CH2:103][CH2:104][CH:100]1[C:97]1[NH:96][C:95]([C:92]2[CH:93]=[CH:94][C:89]([C:86]3[CH:87]=[CH:88][C:83]([C:80]4[NH:79][C:78]([CH:74]5[CH2:75][CH2:76][CH2:77][N:73]5[C:71](=[O:72])[CH:62]([NH:61][C:60]([O:59][CH3:58])=[O:105])[CH2:63][CH2:64][O:65][CH2:66][C:67]([F:70])([F:68])[F:69])=[N:82][CH:81]=4)=[CH:84][CH:85]=3)=[CH:90][CH:91]=2)=[CH:99][N:98]=1)=[O:56])[CH:48]([CH3:50])[CH3:49]. (4) Given the reactants [C:1]([NH:4][C:5]1[S:6][C:7]2[CH:13]=[C:12]([O:14][C:15]3[CH:16]=[C:17]([NH:21]C(=O)C(F)(F)F)[CH:18]=[CH:19][CH:20]=3)[CH:11]=[CH:10][C:8]=2[N:9]=1)(=[O:3])[CH3:2].CO.O.O.[OH-].[Li+], predict the reaction product. The product is: [NH2:21][C:17]1[CH:16]=[C:15]([CH:20]=[CH:19][CH:18]=1)[O:14][C:12]1[CH:11]=[CH:10][C:8]2[N:9]=[C:5]([NH:4][C:1](=[O:3])[CH3:2])[S:6][C:7]=2[CH:13]=1. (5) Given the reactants [CH2:1]([N:3]1[CH:7]=[C:6]([C:8]([OH:10])=O)[C:5]([CH3:11])=[N:4]1)[CH3:2].CN(C)C=O.C(Cl)(=O)C(Cl)=O.[NH2:23][C:24]1[CH:25]=[C:26]([CH:43]=[CH:44][C:45]=1[Cl:46])[O:27][C:28]1[CH:29]=[CH:30][C:31]2[N:32]([CH:34]=[C:35]([NH:37][C:38]([CH:40]3[CH2:42][CH2:41]3)=[O:39])[N:36]=2)[N:33]=1, predict the reaction product. The product is: [Cl:46][C:45]1[CH:44]=[CH:43][C:26]([O:27][C:28]2[CH:29]=[CH:30][C:31]3[N:32]([CH:34]=[C:35]([NH:37][C:38]([CH:40]4[CH2:42][CH2:41]4)=[O:39])[N:36]=3)[N:33]=2)=[CH:25][C:24]=1[NH:23][C:8]([C:6]1[C:5]([CH3:11])=[N:4][N:3]([CH2:1][CH3:2])[CH:7]=1)=[O:10]. (6) Given the reactants C(N(CC)CC)C.C(O)(=O)C.COC([C:16]1([CH2:32][C:33]2[CH:38]=[CH:37][C:36]([Cl:39])=[CH:35][CH:34]=2)[CH2:20][CH2:19][C:18]([CH2:26][O:27][CH2:28][O:29][CH3:30])([CH2:21][O:22][CH2:23][O:24][CH3:25])[C:17]1=[O:31])=O.O.C(=O)(O)[O-].[Na+], predict the reaction product. The product is: [Cl:39][C:36]1[CH:35]=[CH:34][C:33]([CH2:32][CH:16]2[C:17](=[O:31])[C:18]([CH2:21][O:22][CH2:23][O:24][CH3:25])([CH2:26][O:27][CH2:28][O:29][CH3:30])[CH2:19][CH2:20]2)=[CH:38][CH:37]=1. (7) Given the reactants Cl.Cl.NC1(C(O)=O)C[CH2:8][NH:7][CH2:6]C1.ClC([O:16][CH3:17])=O.C[CH2:19][N:20]([CH2:23][CH3:24])[CH2:21][CH3:22], predict the reaction product. The product is: [CH3:19][N:20]1[CH2:23][CH2:24][C:6]([CH2:17][OH:16])([NH:7][CH3:8])[CH2:22][CH2:21]1.